This data is from Reaction yield outcomes from USPTO patents with 853,638 reactions. The task is: Predict the reaction yield, written as a fraction of the theoretical maximum amount of product (1.0 means a 100% yield; for example, 0.34 means a 34% yield). (1) The reactants are FC(F)(F)S(O[C:7]1[N:29]=[CH:28][C:10]2[C:11]3[N:12]([CH:16]=[C:17]([C:19]4[N:23]([CH:24]([CH3:26])[CH3:25])[N:22]=[C:21]([CH3:27])[N:20]=4)[N:18]=3)[CH2:13][CH2:14][O:15][C:9]=2[CH:8]=1)(=O)=O.[CH2:32]([NH2:43])[C:33]1[CH:42]=[CH:41][C:38]([O:39][CH3:40])=[C:35]([O:36][CH3:37])[CH:34]=1.C(N(CC)CC)C. The catalyst is CN1CCCC1=O.O.CO.C(Cl)Cl. The product is [CH3:37][O:36][C:35]1[CH:34]=[C:33]([CH:42]=[CH:41][C:38]=1[O:39][CH3:40])[CH2:32][NH:43][C:7]1[N:29]=[CH:28][C:10]2[C:11]3[N:12]([CH:16]=[C:17]([C:19]4[N:23]([CH:24]([CH3:25])[CH3:26])[N:22]=[C:21]([CH3:27])[N:20]=4)[N:18]=3)[CH2:13][CH2:14][O:15][C:9]=2[CH:8]=1. The yield is 0.230. (2) The reactants are [CH3:1][C:2]1[CH:3]=[C:4]([CH:12]=[CH:13][CH:14]=1)[NH:5][C:6]1[CH:11]=[CH:10][CH:9]=[CH:8][N:7]=1.[N+:15]([O-])([OH:17])=[O:16]. No catalyst specified. The product is [CH3:1][C:2]1[CH:14]=[CH:13][C:12]([N+:15]([O-:17])=[O:16])=[C:4]([CH:3]=1)[NH:5][C:6]1[CH:11]=[CH:10][CH:9]=[CH:8][N:7]=1. The yield is 0.180. (3) The reactants are C1(C)C=CC=CC=1.[CH3:8][O:9][C:10]1[CH:15]=[C:14]([O:16][CH3:17])[N:13]=[C:12]([CH2:18][C:19](=O)[CH3:20])[N:11]=1.Cl.[CH3:23][O:24][C:25]1[CH:30]=[CH:29][C:28]([NH:31]N)=[CH:27][CH:26]=1.C(OCC)(=O)C. The catalyst is [Cl-].[Zn+2].[Cl-].O. The product is [CH3:8][O:9][C:10]1[CH:15]=[C:14]([O:16][CH3:17])[N:13]=[C:12]([C:18]2[C:29]3[C:28](=[CH:27][CH:26]=[C:25]([O:24][CH3:23])[CH:30]=3)[NH:31][C:19]=2[CH3:20])[N:11]=1. The yield is 0.670. (4) The reactants are S(=O)(=O)(O)O.N[C:7]1[C:16]([C:17]([F:20])([F:19])[F:18])=[CH:15][C:10]([C:11]([O:13][CH3:14])=[O:12])=[CH:9][C:8]=1[Cl:21].N([O-])=O.[Na+].[I-:26].[K+].S([O-])([O-])(=O)=S.[Na+].[Na+]. The catalyst is C(O)C(F)(F)F. The product is [Cl:21][C:8]1[CH:9]=[C:10]([CH:15]=[C:16]([C:17]([F:20])([F:19])[F:18])[C:7]=1[I:26])[C:11]([O:13][CH3:14])=[O:12]. The yield is 0.660.